Predict the reactants needed to synthesize the given product. From a dataset of Full USPTO retrosynthesis dataset with 1.9M reactions from patents (1976-2016). (1) Given the product [N:18]1[CH:17]=[CH:16][C:15]([C:10]2[NH:9][C:8]([C:6]3[CH:7]=[C:2]([Cl:1])[CH:3]=[CH:4][C:5]=3[CH3:22])=[C:12]([C:13]#[N:14])[CH:11]=2)=[N:28][CH:19]=1, predict the reactants needed to synthesize it. The reactants are: [Cl:1][C:2]1[CH:3]=[CH:4][C:5]([CH3:22])=[C:6]([C:8]2[NH:9][C:10]([C:15](=O)/[CH:16]=[CH:17]/[N:18](C)[CH3:19])=[CH:11][C:12]=2[C:13]#[N:14])[CH:7]=1.C(O)(=O)C.C(N)=[NH:28].O. (2) Given the product [CH3:26][O:25][C:17]1[N:18]=[C:19]([NH:21][CH2:22][CH2:23][O:24][CH3:27])[N:20]=[C:15]([NH:14][CH:11]2[CH2:12][CH2:13][NH:8][CH2:9][CH2:10]2)[N:16]=1, predict the reactants needed to synthesize it. The reactants are: C(OC([N:8]1[CH2:13][CH2:12][CH:11]([NH:14][C:15]2[N:20]=[C:19]([NH:21][CH2:22][CH2:23][OH:24])[N:18]=[C:17]([O:25][CH3:26])[N:16]=2)[CH2:10][CH2:9]1)=O)(C)(C)C.[C:27](OC(N1CCC(NC2N=C(Cl)N=C(OC)N=2)CC1)=O)(C)(C)C.COCCN.COC1N=C(NC2CCNCC2)N=C(NCCO)N=1.